Dataset: NCI-60 drug combinations with 297,098 pairs across 59 cell lines. Task: Regression. Given two drug SMILES strings and cell line genomic features, predict the synergy score measuring deviation from expected non-interaction effect. (1) Drug 1: C1=NC2=C(N=C(N=C2N1C3C(C(C(O3)CO)O)F)Cl)N. Drug 2: CCN(CC)CCNC(=O)C1=C(NC(=C1C)C=C2C3=C(C=CC(=C3)F)NC2=O)C. Cell line: KM12. Synergy scores: CSS=19.4, Synergy_ZIP=-2.06, Synergy_Bliss=-5.68, Synergy_Loewe=-6.30, Synergy_HSA=-4.17. (2) Drug 1: CC12CCC3C(C1CCC2O)C(CC4=C3C=CC(=C4)O)CCCCCCCCCS(=O)CCCC(C(F)(F)F)(F)F. Drug 2: C#CCC(CC1=CN=C2C(=N1)C(=NC(=N2)N)N)C3=CC=C(C=C3)C(=O)NC(CCC(=O)O)C(=O)O. Cell line: NCI-H226. Synergy scores: CSS=-4.66, Synergy_ZIP=2.23, Synergy_Bliss=-0.107, Synergy_Loewe=-4.95, Synergy_HSA=-3.38.